Task: Predict the reactants needed to synthesize the given product.. Dataset: Full USPTO retrosynthesis dataset with 1.9M reactions from patents (1976-2016) (1) Given the product [OH:12][CH2:11][C@@H:9]([C@H:7]([C@@H:5]([C@@H:3]([CH2:2][OH:1])[OH:4])[OH:6])[OH:8])[OH:10].[CH2:14]1[O:15][CH2:13]1.[OH:12][CH2:11][C@@H:9]([C@H:7]([C@@H:5]([C@@H:3]([CH2:2][OH:1])[OH:4])[OH:6])[OH:8])[OH:10], predict the reactants needed to synthesize it. The reactants are: [OH:1][CH2:2][C@@H:3]([C@H:5]([C@@H:7]([C@@H:9]([CH2:11][OH:12])[OH:10])[OH:8])[OH:6])[OH:4].[CH2:13]1[O:15][CH2:14]1.[OH-].[Na+].C(OCC1OC1)(=O)C(C)=C. (2) The reactants are: [CH3:1][O:2][C:3]([NH:5][C@H:6]([C:58]1[CH:63]=[CH:62]C=[CH:60][CH:59]=1)[C:7]([N:9]1[CH2:13][CH2:12][CH2:11][C@H:10]1[C:14]1[NH:15][C:16]([C:19]2[CH:20]=[CH:21][C:22]3[C:31]4[C:26](=[C:27]5[CH:35]=[CH:34][C:33]([C:36]6[NH:40][C:39]([C@@H:41]7[CH2:45][CH2:44][CH2:43][N:42]7[C:46](=[O:56])[C@@H:47]([NH:51][C:52](=[O:55])[O:53][CH3:54])[CH:48]([CH3:50])[CH3:49])=[N:38][CH:37]=6)=[CH:32][C:28]5=[CH:29][CH:30]=4)[O:25][CH2:24][C:23]=3[CH:57]=2)=[CH:17][N:18]=1)=[O:8])=[O:4].C[O:65]C(N[C@H](C1C=CC=CC=1)C(O)=O)=O. Given the product [CH3:1][O:2][C:3]([NH:5][C@@H:6]([CH:58]1[CH2:59][CH2:60][O:65][CH2:62][CH2:63]1)[C:7]([N:9]1[CH2:13][CH2:12][CH2:11][C@H:10]1[C:14]1[NH:15][C:16]([C:19]2[CH:20]=[CH:21][C:22]3[C:31]4[C:26](=[C:27]5[CH:35]=[CH:34][C:33]([C:36]6[NH:40][C:39]([C@@H:41]7[CH2:45][CH2:44][CH2:43][N:42]7[C:46](=[O:56])[C@@H:47]([NH:51][C:52](=[O:55])[O:53][CH3:54])[CH:48]([CH3:50])[CH3:49])=[N:38][CH:37]=6)=[CH:32][C:28]5=[CH:29][CH:30]=4)[O:25][CH2:24][C:23]=3[CH:57]=2)=[CH:17][N:18]=1)=[O:8])=[O:4], predict the reactants needed to synthesize it. (3) Given the product [CH:12]([NH:15][C:16](=[O:24])[CH2:17][N:18]1[CH2:23][CH2:22][N:21]([C:9]([C:7]2[O:8][C:4]([N+:1]([O-:3])=[O:2])=[CH:5][CH:6]=2)=[O:10])[CH2:20][CH2:19]1)([CH3:14])[CH3:13], predict the reactants needed to synthesize it. The reactants are: [N+:1]([C:4]1[O:8][C:7]([C:9](Cl)=[O:10])=[CH:6][CH:5]=1)([O-:3])=[O:2].[CH:12]([NH:15][C:16](=[O:24])[CH2:17][N:18]1[CH2:23][CH2:22][NH:21][CH2:20][CH2:19]1)([CH3:14])[CH3:13]. (4) Given the product [CH3:13][O:12][C:11]1[CH:10]=[C:9]2[C:4]([C:5](=[O:20])[CH:6]=[C:7]([C:14]3[CH:19]=[CH:18][CH:17]=[CH:16][CH:15]=3)[NH:8]2)=[CH:3][C:2]=1[CH:21]=[CH2:22], predict the reactants needed to synthesize it. The reactants are: Br[C:2]1[CH:3]=[C:4]2[C:9](=[CH:10][C:11]=1[O:12][CH3:13])[NH:8][C:7]([C:14]1[CH:19]=[CH:18][CH:17]=[CH:16][CH:15]=1)=[CH:6][C:5]2=[O:20].[CH2:21](C([Sn])=C(CCCC)CCCC)[CH2:22]CC. (5) Given the product [Br:1][C:2]1[CH:7]=[CH:6][C:5]([S:8]([NH:11][C:12]2[CH:13]=[C:14]([CH:18]=[CH:19][CH:20]=2)[C:15]([Cl:24])=[O:16])(=[O:10])=[O:9])=[CH:4][CH:3]=1, predict the reactants needed to synthesize it. The reactants are: [Br:1][C:2]1[CH:7]=[CH:6][C:5]([S:8]([NH:11][C:12]2[CH:13]=[C:14]([CH:18]=[CH:19][CH:20]=2)[C:15](O)=[O:16])(=[O:10])=[O:9])=[CH:4][CH:3]=1.C(Cl)(=O)C([Cl:24])=O.CN(C=O)C. (6) The reactants are: Cl.[CH3:2][C:3]1[C:7]2[N:8]=[C:9]([C:18]3[CH:19]=[N:20][C:21]([NH2:24])=[N:22][CH:23]=3)[N:10]=[C:11]([N:12]3[CH2:17][CH2:16][O:15][CH2:14][CH2:13]3)[C:6]=2[S:5][C:4]=1[CH2:25][N:26]1[CH2:31][CH2:30][NH:29][CH2:28][CH2:27]1.[CH3:32][S:33]([CH2:36][C:37](O)=[O:38])(=[O:35])=[O:34]. Given the product [NH2:24][C:21]1[N:20]=[CH:19][C:18]([C:9]2[N:10]=[C:11]([N:12]3[CH2:13][CH2:14][O:15][CH2:16][CH2:17]3)[C:6]3[S:5][C:4]([CH2:25][N:26]4[CH2:31][CH2:30][N:29]([C:37](=[O:38])[CH2:36][S:33]([CH3:32])(=[O:35])=[O:34])[CH2:28][CH2:27]4)=[C:3]([CH3:2])[C:7]=3[N:8]=2)=[CH:23][N:22]=1, predict the reactants needed to synthesize it. (7) Given the product [C:31]([SiH2:35][O:36][C:37]([CH3:48])([CH3:47])[C:38]1[CH:39]=[C:40]([CH:44]([C:2]2[C:7]([CH:8]([CH3:10])[CH3:9])=[C:6]([O:11][CH2:12][C:13]3[CH:18]=[CH:17][C:16]([O:19][CH3:20])=[CH:15][CH:14]=3)[N:5]=[C:4]([O:21][CH2:22][C:23]3[CH:28]=[CH:27][C:26]([O:29][CH3:30])=[CH:25][CH:24]=3)[N:3]=2)[C:45]#[N:46])[CH:41]=[CH:42][CH:43]=1)([CH3:34])([CH3:33])[CH3:32], predict the reactants needed to synthesize it. The reactants are: Cl[C:2]1[C:7]([CH:8]([CH3:10])[CH3:9])=[C:6]([O:11][CH2:12][C:13]2[CH:18]=[CH:17][C:16]([O:19][CH3:20])=[CH:15][CH:14]=2)[N:5]=[C:4]([O:21][CH2:22][C:23]2[CH:28]=[CH:27][C:26]([O:29][CH3:30])=[CH:25][CH:24]=2)[N:3]=1.[C:31]([SiH2:35][O:36][C:37]([CH3:48])([CH3:47])[C:38]1[CH:39]=[C:40]([CH2:44][C:45]#[N:46])[CH:41]=[CH:42][CH:43]=1)([CH3:34])([CH3:33])[CH3:32].[H-].[Na+]. (8) Given the product [OH:7][C:8]1([C:2]2[CH:6]=[CH:5][S:4][CH:3]=2)[CH2:12][CH2:11][N:10]([C:13]([O:15][C:16]([CH3:19])([CH3:18])[CH3:17])=[O:14])[CH2:9]1, predict the reactants needed to synthesize it. The reactants are: Br[C:2]1[CH:6]=[CH:5][S:4][CH:3]=1.[O:7]=[C:8]1[CH2:12][CH2:11][N:10]([C:13]([O:15][C:16]([CH3:19])([CH3:18])[CH3:17])=[O:14])[CH2:9]1.